From a dataset of Forward reaction prediction with 1.9M reactions from USPTO patents (1976-2016). Predict the product of the given reaction. Given the reactants Cl[C:2]1[CH:7]=[CH:6][C:5]([C:8]#[C:9][C:10]2[N:11]=[C:12]([CH3:15])[S:13][CH:14]=2)=[CH:4][N:3]=1.[F:16][C:17]1[CH:22]=[CH:21][CH:20]=[CH:19][C:18]=1B(O)O.C(=O)([O-])[O-].[K+].[K+], predict the reaction product. The product is: [F:16][C:17]1[CH:22]=[CH:21][CH:20]=[CH:19][C:18]=1[C:2]1[CH:7]=[CH:6][C:5]([C:8]#[C:9][C:10]2[N:11]=[C:12]([CH3:15])[S:13][CH:14]=2)=[CH:4][N:3]=1.